This data is from HIV replication inhibition screening data with 41,000+ compounds from the AIDS Antiviral Screen. The task is: Binary Classification. Given a drug SMILES string, predict its activity (active/inactive) in a high-throughput screening assay against a specified biological target. (1) The drug is O=S(=O)(O)CS(=O)(=O)O. The result is 0 (inactive). (2) The drug is CCOC(=O)c1cc(C2CCN(Cc3ccccc3)C2=O)c(C(=O)C=C(C)N)[nH]1. The result is 0 (inactive). (3) The compound is N#Cc1cccc(CSc2ncnc3[nH]cnc23)c1. The result is 0 (inactive).